Dataset: Full USPTO retrosynthesis dataset with 1.9M reactions from patents (1976-2016). Task: Predict the reactants needed to synthesize the given product. (1) Given the product [CH2:5]([O:7][C:8]([C:10]1([C:13]2[CH:18]=[CH:17][C:16]([C:19]3[CH:24]=[CH:23][C:22]([C:25]4[O:29][N:28]=[C:27]([CH3:30])[C:26]=4[CH2:31][Br:2])=[CH:21][CH:20]=3)=[CH:15][CH:14]=2)[CH2:12][CH2:11]1)=[O:9])[CH3:6], predict the reactants needed to synthesize it. The reactants are: P(Br)(Br)[Br:2].[CH2:5]([O:7][C:8]([C:10]1([C:13]2[CH:18]=[CH:17][C:16]([C:19]3[CH:24]=[CH:23][C:22]([C:25]4[O:29][N:28]=[C:27]([CH3:30])[C:26]=4[CH2:31]O)=[CH:21][CH:20]=3)=[CH:15][CH:14]=2)[CH2:12][CH2:11]1)=[O:9])[CH3:6].C([O-])(O)=O.[Na+]. (2) Given the product [N+:1]([C:4]1[C:13]2[C:8](=[CH:9][CH:10]=[CH:11][CH:12]=2)[C:7]([O:14][CH2:17][CH2:18][N:19]2[CH2:24][CH2:23][O:22][CH2:21][CH2:20]2)=[CH:6][CH:5]=1)([O-:3])=[O:2], predict the reactants needed to synthesize it. The reactants are: [N+:1]([C:4]1[C:13]2[C:8](=[CH:9][CH:10]=[CH:11][CH:12]=2)[C:7]([OH:14])=[CH:6][CH:5]=1)([O-:3])=[O:2].Cl.Cl[CH2:17][CH2:18][N:19]1[CH2:24][CH2:23][O:22][CH2:21][CH2:20]1.[OH-].[Na+].C([O-])([O-])=O.[K+].[K+]. (3) Given the product [C:29]([O:28][C:26]([N:13]1[C:14]2[C:19](=[CH:18][CH:17]=[C:16]([Cl:20])[CH:15]=2)/[C:11](=[CH:10]/[CH2:9][C:8]([CH3:23])([CH3:22])[CH2:7][O:6][Si:5]([C:1]([CH3:3])([CH3:2])[CH3:4])([CH3:24])[CH3:25])/[C:12]1=[O:21])=[O:27])([CH3:32])([CH3:31])[CH3:30], predict the reactants needed to synthesize it. The reactants are: [C:1]([Si:5]([CH3:25])([CH3:24])[O:6][CH2:7][C:8]([CH3:23])([CH3:22])[CH2:9]/[CH:10]=[C:11]1\[C:12](=[O:21])[NH:13][C:14]2[C:19]\1=[CH:18][CH:17]=[C:16]([Cl:20])[CH:15]=2)([CH3:4])([CH3:3])[CH3:2].[C:26](O[C:26]([O:28][C:29]([CH3:32])([CH3:31])[CH3:30])=[O:27])([O:28][C:29]([CH3:32])([CH3:31])[CH3:30])=[O:27].O. (4) Given the product [OH:9][CH2:8][CH:6]1[O:7][CH:3]([CH2:2][OH:1])[CH2:4][CH2:5]1, predict the reactants needed to synthesize it. The reactants are: [OH:1][CH2:2][C:3]1[O:7][C:6]([CH2:8][OH:9])=[CH:5][CH:4]=1.[H][H]. (5) The reactants are: COC1C=C(OC)C=CC=1C[N:6]([C:39]1[S:43][N:42]=[CH:41][N:40]=1)[S:7]([C:10]1[C:37]([F:38])=[CH:36][C:13]2[N:14]([CH2:18][C:19]3[CH:24]=[CH:23][CH:22]=[CH:21][C:20]=3/[CH:25]=[CH:26]/[CH2:27][NH:28]C(=O)OC(C)(C)C)[C:15](=[O:17])[O:16][C:12]=2[CH:11]=1)(=[O:9])=[O:8].C(O)(C(F)(F)F)=O. Given the product [NH2:28][CH2:27]/[CH:26]=[CH:25]/[C:20]1[CH:21]=[CH:22][CH:23]=[CH:24][C:19]=1[CH2:18][N:14]1[C:13]2[CH:36]=[C:37]([F:38])[C:10]([S:7]([NH:6][C:39]3[S:43][N:42]=[CH:41][N:40]=3)(=[O:9])=[O:8])=[CH:11][C:12]=2[O:16][C:15]1=[O:17], predict the reactants needed to synthesize it.